This data is from Forward reaction prediction with 1.9M reactions from USPTO patents (1976-2016). The task is: Predict the product of the given reaction. Given the reactants [CH3:1][O:2][C:3]([C:5]1([C:8]2[CH:16]=[CH:15][C:11]([C:12]([OH:14])=O)=[CH:10][CH:9]=2)[CH2:7][CH2:6]1)=[O:4].C(Cl)(=O)C(Cl)=O.[CH3:23][C:24]1[CH:39]=[C:27]2[N:28]=[C:29]([NH2:38])[CH:30]=[C:31]([C:32]3[CH:37]=[CH:36][CH:35]=[CH:34][CH:33]=3)[N:26]2[N:25]=1.O, predict the reaction product. The product is: [CH3:23][C:24]1[CH:39]=[C:27]2[N:28]=[C:29]([NH:38][C:12]([C:11]3[CH:10]=[CH:9][C:8]([C:5]4([C:3]([O:2][CH3:1])=[O:4])[CH2:6][CH2:7]4)=[CH:16][CH:15]=3)=[O:14])[CH:30]=[C:31]([C:32]3[CH:37]=[CH:36][CH:35]=[CH:34][CH:33]=3)[N:26]2[N:25]=1.